This data is from Forward reaction prediction with 1.9M reactions from USPTO patents (1976-2016). The task is: Predict the product of the given reaction. (1) Given the reactants [N+](=[CH2:3])=[N-].[CH2:4]([O:6][CH:7]([O:11][CH2:12][CH3:13])[CH2:8][CH:9]=[CH2:10])[CH3:5].N#N, predict the reaction product. The product is: [CH2:4]([O:6][CH:7]([O:11][CH2:12][CH3:13])[CH2:8][CH:9]1[CH2:3][CH2:10]1)[CH3:5]. (2) Given the reactants [C:1]([C:5]1[N:10]=[C:9]2[N:11]([CH2:14][C:15]3[CH:20]=[CH:19][CH:18]=[CH:17][C:16]=3[C:21]([F:24])([F:23])[F:22])[N:12]=[CH:13][C:8]2=[C:7](Cl)[N:6]=1)([CH3:4])([CH3:3])[CH3:2].[CH3:26][O:27][CH2:28][C@H:29]1[CH2:33][CH2:32][CH2:31][NH:30]1, predict the reaction product. The product is: [C:1]([C:5]1[N:10]=[C:9]2[N:11]([CH2:14][C:15]3[CH:20]=[CH:19][CH:18]=[CH:17][C:16]=3[C:21]([F:24])([F:23])[F:22])[N:12]=[CH:13][C:8]2=[C:7]([N:30]2[CH2:31][CH2:32][CH2:33][C@@H:29]2[CH2:28][O:27][CH3:26])[N:6]=1)([CH3:4])([CH3:3])[CH3:2]. (3) Given the reactants [Cl:1][C:2]1[CH:7]=[CH:6][C:5](I)=[CH:4][C:3]=1[CH2:9][NH:10][C:11](=[O:14])[O:12][CH3:13].[C:15]([Si:17]([CH3:20])([CH3:19])[CH3:18])#[CH:16].C1(P(C2C=CC=CC=2)C2C=CC=CC=2)C=CC=CC=1, predict the reaction product. The product is: [Cl:1][C:2]1[CH:7]=[CH:6][C:5]([C:16]#[C:15][Si:17]([CH3:20])([CH3:19])[CH3:18])=[CH:4][C:3]=1[CH2:9][NH:10][C:11](=[O:14])[O:12][CH3:13]. (4) The product is: [C:1]([NH:5][C:6]1[N:15]([CH:16]2[CH2:18][CH2:17]2)[C:14](=[O:19])[C:13]2[C:8](=[C:9]([C:28]3[NH:27][C:26]4[C@@H:22]([CH3:21])[NH:23][C:24](=[O:39])[C:25]=4[CH:29]=3)[CH:10]=[CH:11][CH:12]=2)[N:7]=1)([CH3:4])([CH3:3])[CH3:2]. Given the reactants [C:1]([NH:5][C:6]1[N:15]([CH:16]2[CH2:18][CH2:17]2)[C:14](=[O:19])[C:13]2[C:8](=[C:9](I)[CH:10]=[CH:11][CH:12]=2)[N:7]=1)([CH3:4])([CH3:3])[CH3:2].[CH3:21][C@@H:22]1[C:26]2[NH:27][C:28](B3OC(C)(C)C(C)(C)O3)=[CH:29][C:25]=2[C:24](=[O:39])[NH:23]1, predict the reaction product. (5) Given the reactants [Br:1][C:2]1[C:11](=[O:12])[C:10]2[C:5](=[CH:6][C:7]([OH:13])=[CH:8][CH:9]=2)[O:4][C:3]=1[CH:14]([CH3:16])[CH3:15].[N+:17]([O-])([OH:19])=[O:18], predict the reaction product. The product is: [Br:1][C:2]1[C:11](=[O:12])[C:10]2[C:5](=[C:6]([N+:17]([O-:19])=[O:18])[C:7]([OH:13])=[CH:8][CH:9]=2)[O:4][C:3]=1[CH:14]([CH3:16])[CH3:15]. (6) Given the reactants F[C:2]1[CH:7]=[C:6]([N+:8]([O-:10])=[O:9])[CH:5]=[C:4]([I:11])[CH:3]=1.C(=O)([O-])[O-].[K+].[K+].[CH3:18][NH:19][CH3:20].O, predict the reaction product. The product is: [I:11][C:4]1[CH:3]=[C:2]([CH:7]=[C:6]([N+:8]([O-:10])=[O:9])[CH:5]=1)[N:19]([CH3:20])[CH3:18]. (7) Given the reactants [C:1]([O:5][C:6]([NH:8][C:9]([CH3:14])([CH3:13])[C:10]([OH:12])=O)=[O:7])([CH3:4])([CH3:3])[CH3:2].C(N(CC)CC)C.C1C=CC2N(O)N=NC=2C=1.CCN=C=NCCCN(C)C.[Cl:43][C:44]1[CH:53]=[CH:52][C:51]2[C:46](=[CH:47][C:48]([N:54]3[CH2:59][CH2:58][NH:57][CH2:56][CH2:55]3)=[CH:49][N:50]=2)[N:45]=1, predict the reaction product. The product is: [Cl:43][C:44]1[N:45]=[C:46]2[C:51](=[CH:52][CH:53]=1)[N:50]=[CH:49][C:48]([N:54]1[CH2:59][CH2:58][N:57]([C:10](=[O:12])[C:9]([NH:8][C:6](=[O:7])[O:5][C:1]([CH3:2])([CH3:3])[CH3:4])([CH3:14])[CH3:13])[CH2:56][CH2:55]1)=[CH:47]2. (8) Given the reactants [NH2:1][CH2:2][CH:3]([NH:16][C:17](=[O:23])[O:18][C:19]([CH3:22])([CH3:21])[CH3:20])[CH2:4][NH:5][C:6](=[O:15])[O:7][CH2:8][C:9]1[CH:14]=[CH:13][CH:12]=[CH:11][CH:10]=1.C(N(CC)CC)C.[C:31](OC(=O)C)(=[O:33])[CH3:32], predict the reaction product. The product is: [C:31]([NH:1][CH2:2][CH:3]([NH:16][C:17](=[O:23])[O:18][C:19]([CH3:20])([CH3:22])[CH3:21])[CH2:4][NH:5][C:6](=[O:15])[O:7][CH2:8][C:9]1[CH:10]=[CH:11][CH:12]=[CH:13][CH:14]=1)(=[O:33])[CH3:32]. (9) Given the reactants [N+:1]([CH2:3][C:4]([O:6][CH2:7][CH3:8])=[O:5])#[C-:2].N12CCCN=C1CCCCC2.[C:20](O[C:20](=[O:27])[C:21]1[CH:26]=[CH:25][CH:24]=[CH:23][CH:22]=1)(=[O:27])[C:21]1[CH:26]=[CH:25][CH:24]=[CH:23][CH:22]=1, predict the reaction product. The product is: [C:21]1([C:20]2[O:27][CH:2]=[N:1][C:3]=2[C:4]([O:6][CH2:7][CH3:8])=[O:5])[CH:26]=[CH:25][CH:24]=[CH:23][CH:22]=1.